From a dataset of CYP2C9 inhibition data for predicting drug metabolism from PubChem BioAssay. Regression/Classification. Given a drug SMILES string, predict its absorption, distribution, metabolism, or excretion properties. Task type varies by dataset: regression for continuous measurements (e.g., permeability, clearance, half-life) or binary classification for categorical outcomes (e.g., BBB penetration, CYP inhibition). Dataset: cyp2c9_veith. (1) The molecule is CCCCNC(=O)C(=O)c1ccccc1NC(C)=O. The result is 0 (non-inhibitor). (2) The compound is O=C1C=C[C@@H](O)[C@@H]2[C@@H]1CC[C@H]1C(=O)N(Cc3ccc4c(c3)OCO4)C(=O)[C@H]12. The result is 0 (non-inhibitor). (3) The molecule is COC(=O)[C@@]1(Cc2ccc(F)cc2)[C@H]2c3cc(C(=O)N4CCCC4)n(CCO)c3C[C@H]2CN1C(=O)c1ccccc1. The result is 1 (inhibitor). (4) The compound is COC(=O)[C@H]1C[C@@H]1[C@H](NC(C)=O)c1ccccc1. The result is 0 (non-inhibitor). (5) The drug is C[C@H]1COC(=O)C/C=C\[C@@H](C)COC(=O)[C@H]2CCCN2C1=O. The result is 0 (non-inhibitor). (6) The compound is O=C(CCCCC(=O)Nc1c(I)cc(I)c(C(=O)O)c1I)Nc1c(I)cc(I)c(C(=O)O)c1I. The result is 0 (non-inhibitor). (7) The compound is CCCSC1=C(C#N)C(c2cccnc2)C(C(=O)OCC)=C(c2ccccc2)N1. The result is 1 (inhibitor).